Dataset: Reaction yield outcomes from USPTO patents with 853,638 reactions. Task: Predict the reaction yield, written as a fraction of the theoretical maximum amount of product (1.0 means a 100% yield; for example, 0.34 means a 34% yield). (1) The reactants are [Br:1][C:2]1[CH:7]=[C:6](F)[CH:5]=[C:4]([F:9])[CH:3]=1.CS(CCO)(=O)=[O:12].CC(C)([O-])C.[K+]. The catalyst is CS(C)=O. The product is [Br:1][C:2]1[CH:7]=[C:6]([OH:12])[CH:5]=[C:4]([F:9])[CH:3]=1. The yield is 0.940. (2) The reactants are [CH:1]1([S:4]([NH2:7])(=[O:6])=[O:5])[CH2:3][CH2:2]1.C(N(CC)CC)C.[CH3:15][C:16]([O:19][C:20](O[C:20]([O:19][C:16]([CH3:18])([CH3:17])[CH3:15])=[O:21])=[O:21])([CH3:18])[CH3:17]. The catalyst is C(Cl)Cl.CN(C1C=CN=CC=1)C.O. The product is [CH:1]1([S:4]([NH:7][C:20](=[O:21])[O:19][C:16]([CH3:18])([CH3:17])[CH3:15])(=[O:6])=[O:5])[CH2:3][CH2:2]1. The yield is 0.650. (3) The reactants are [Cl:1][C:2]1[CH:7]=[CH:6][C:5]([Cl:8])=[CH:4][C:3]=1B(O)O.[NH2:12][C:13]1[N:14]=[C:15]([N:24]2[CH2:29][CH2:28][N:27]([C:30](=[O:40])[CH2:31][O:32][C:33]3[CH:38]=[CH:37][C:36]([Cl:39])=[CH:35][CH:34]=3)[CH2:26][CH2:25]2)[C:16]2[N:22]=[C:21](Cl)[CH:20]=[CH:19][C:17]=2[N:18]=1. No catalyst specified. The product is [NH2:12][C:13]1[N:14]=[C:15]([N:24]2[CH2:25][CH2:26][N:27]([C:30](=[O:40])[CH2:31][O:32][C:33]3[CH:38]=[CH:37][C:36]([Cl:39])=[CH:35][CH:34]=3)[CH2:28][CH2:29]2)[C:16]2[N:22]=[C:21]([C:3]3[CH:4]=[C:5]([Cl:8])[CH:6]=[CH:7][C:2]=3[Cl:1])[CH:20]=[CH:19][C:17]=2[N:18]=1. The yield is 0.610. (4) The reactants are C(C1C(=O)C(Cl)=C(Cl)C(=O)C=1C#N)#N.[F:15][C:16]1[CH:25]=[C:24]2[C:19]([CH2:20][CH2:21][C:22](=[O:26])[NH:23]2)=[CH:18][CH:17]=1. The catalyst is O1CCOCC1. The product is [F:15][C:16]1[CH:25]=[C:24]2[C:19]([CH:20]=[CH:21][C:22](=[O:26])[NH:23]2)=[CH:18][CH:17]=1. The yield is 0.180. (5) The reactants are [CH3:1][C:2]1[N:11]=[CH:10][C:9]2[C:4](=[CH:5][CH:6]=[CH:7][C:8]=2[O:12][CH2:13][CH2:14][OH:15])[N:3]=1.C(N(CC)CC)C.[CH3:23][S:24](Cl)(=[O:26])=[O:25]. The catalyst is ClCCl. The product is [CH3:23][S:24]([O:15][CH2:14][CH2:13][O:12][C:8]1[CH:7]=[CH:6][CH:5]=[C:4]2[C:9]=1[CH:10]=[N:11][C:2]([CH3:1])=[N:3]2)(=[O:26])=[O:25]. The yield is 0.990. (6) The reactants are Cl.[CH2:2]1[C:7]2([CH2:12][CH2:11][NH:10][CH2:9][CH2:8]2)[CH2:6][CH2:5][N:4]([C:13]([O:15]C(C)(C)C)=O)[CH2:3]1.[NH2:20][C:21]1[N:26]=[C:25](C(O)=O)[CH:24]=[CH:23][N:22]=1. No catalyst specified. The product is [CH2:6]1[C:7]2([CH2:8][CH2:9][NH:10][CH2:11][CH2:12]2)[CH2:2][CH2:3][N:4]([C:13]([C:23]2[CH:24]=[CH:25][N:26]=[C:21]([NH2:20])[N:22]=2)=[O:15])[CH2:5]1. The yield is 0.450. (7) The reactants are [Cl:1][C:2]1[CH:7]=[CH:6][C:5]([C:8]2[S:9][C:10]3[N:11]=[C:12]([NH2:23])[N:13]=[C:14]([N:17]4[CH2:22][CH2:21][NH:20][CH2:19][CH2:18]4)[C:15]=3[N:16]=2)=[CH:4][CH:3]=1.[CH3:24][O:25][C:26]1[CH:36]=[CH:35][C:29]([O:30][CH2:31][C:32](O)=[O:33])=[CH:28][CH:27]=1. No catalyst specified. The product is [NH2:23][C:12]1[N:13]=[C:14]([N:17]2[CH2:18][CH2:19][N:20]([C:32](=[O:33])[CH2:31][O:30][C:29]3[CH:35]=[CH:36][C:26]([O:25][CH3:24])=[CH:27][CH:28]=3)[CH2:21][CH2:22]2)[C:15]2[N:16]=[C:8]([C:5]3[CH:6]=[CH:7][C:2]([Cl:1])=[CH:3][CH:4]=3)[S:9][C:10]=2[N:11]=1. The yield is 0.630.